From a dataset of Peptide-MHC class I binding affinity with 185,985 pairs from IEDB/IMGT. Regression. Given a peptide amino acid sequence and an MHC pseudo amino acid sequence, predict their binding affinity value. This is MHC class I binding data. (1) The peptide sequence is VVPDYGTYK. The MHC is HLA-A11:01 with pseudo-sequence HLA-A11:01. The binding affinity (normalized) is 0.590. (2) The peptide sequence is AEESLSLEA. The MHC is HLA-A02:06 with pseudo-sequence HLA-A02:06. The binding affinity (normalized) is 0.